This data is from Reaction yield outcomes from USPTO patents with 853,638 reactions. The task is: Predict the reaction yield, written as a fraction of the theoretical maximum amount of product (1.0 means a 100% yield; for example, 0.34 means a 34% yield). (1) The reactants are [CH3:1][C:2]1[N:7]=[C:6]([N:8]2[C:12]([NH:13][C:14]3[C:15]4[CH:16]=[N:17][NH:18][C:19]=4[CH:20]=[CH:21][CH:22]=3)=[CH:11][CH:10]=[N:9]2)[CH:5]=[C:4]([S:23][CH3:24])[N:3]=1.ClC1C=C(C=CC=1)C(OO)=[O:30]. The catalyst is CN(C=O)C. The product is [CH3:1][C:2]1[N:7]=[C:6]([N:8]2[C:12]([NH:13][C:14]3[C:15]4[CH:16]=[N:17][NH:18][C:19]=4[CH:20]=[CH:21][CH:22]=3)=[CH:11][CH:10]=[N:9]2)[CH:5]=[C:4]([S:23]([CH3:24])=[O:30])[N:3]=1. The yield is 1.00. (2) The reactants are [F:1][C:2]([F:13])([F:12])[C:3]1[CH:8]=[CH:7][C:6]([N:9]=[C:10]=[O:11])=[CH:5][CH:4]=1.[NH2:14][CH:15]1[CH2:20][CH2:19][N:18]([C:21]([O:23][C:24]([CH3:27])([CH3:26])[CH3:25])=[O:22])[CH2:17][CH2:16]1. The catalyst is C1COCC1. The product is [F:1][C:2]([F:12])([F:13])[C:3]1[CH:4]=[CH:5][C:6]([NH:9][C:10](=[O:11])[NH:14][CH:15]2[CH2:16][CH2:17][N:18]([C:21]([O:23][C:24]([CH3:27])([CH3:26])[CH3:25])=[O:22])[CH2:19][CH2:20]2)=[CH:7][CH:8]=1. The yield is 0.880. (3) The reactants are C[O:2][C:3]([C:5]1[CH:6]=[C:7]2[CH:12]=[CH:11][N:10]=[CH:9][N:8]2[C:13]=1[NH:14][C:15]1[CH:20]=[CH:19][C:18]([S:21][CH3:22])=[CH:17][C:16]=1[F:23])=[O:4].O.[OH-].[Li+].Cl. The catalyst is O1CCOCC1.O. The product is [F:23][C:16]1[CH:17]=[C:18]([S:21][CH3:22])[CH:19]=[CH:20][C:15]=1[NH:14][C:13]1[N:8]2[CH:9]=[N:10][CH:11]=[CH:12][C:7]2=[CH:6][C:5]=1[C:3]([OH:4])=[O:2]. The yield is 0.990. (4) The reactants are [NH2:1][CH:2]([CH3:16])[CH:3]([NH:5][C:6](=[O:15])[O:7][CH2:8][C:9]1[CH:14]=[CH:13][CH:12]=[CH:11][CH:10]=1)[CH3:4].[OH:17][C:18]1[CH:26]=[CH:25][CH:24]=[CH:23][C:19]=1[C:20](O)=[O:21].N1C=CN=C1.C1CCC(N=C=NC2CCCCC2)CC1. The catalyst is CCOC(C)=O. The product is [OH:17][C:18]1[CH:26]=[CH:25][CH:24]=[CH:23][C:19]=1[C:20]([NH:1][CH:2]([CH3:16])[CH:3]([NH:5][C:6](=[O:15])[O:7][CH2:8][C:9]1[CH:14]=[CH:13][CH:12]=[CH:11][CH:10]=1)[CH3:4])=[O:21]. The yield is 0.400. (5) The reactants are [Cl:1][C:2]1[C:3]2[N:4]([CH:12]=[C:13]([C:15]([OH:17])=O)[N:14]=2)[CH:5]=[C:6]([C:8]([F:11])([F:10])[F:9])[CH:7]=1.CCN=C=NCCCN(C)C.Cl.C1C=CC2N(O)N=NC=2C=1.[Cl:40][C:41]1[CH:50]=[C:49]([N+:51]([O-:53])=[O:52])[CH:48]=[CH:47][C:42]=1[C:43]([NH2:46])=[N:44]O. The catalyst is CN(C=O)C. The product is [Cl:1][C:2]1[C:3]2[N:4]([CH:12]=[C:13]([C:15]3[O:17][N:46]=[C:43]([C:42]4[CH:47]=[CH:48][C:49]([N+:51]([O-:53])=[O:52])=[CH:50][C:41]=4[Cl:40])[N:44]=3)[N:14]=2)[CH:5]=[C:6]([C:8]([F:9])([F:10])[F:11])[CH:7]=1. The yield is 0.480.